Dataset: Catalyst prediction with 721,799 reactions and 888 catalyst types from USPTO. Task: Predict which catalyst facilitates the given reaction. (1) Reactant: [CH3:1][C:2]([CH3:36])([CH3:35])[CH2:3][C:4]([NH:6][C:7]1[C:8]([CH3:34])=[C:9]([CH3:33])[C:10]2[O:14][CH2:13][CH:12]([C:15]3[CH:16]=[CH:17][C:18]([CH:28]([CH3:30])[CH3:29])=[C:19]([CH:27]=3)[O:20][CH2:21][C:22](OCC)=[O:23])[C:11]=2[C:31]=1[CH3:32])=[O:5].[Li].O. Product: [OH:23][CH2:22][CH2:21][O:20][C:19]1[CH:27]=[C:15]([CH:12]2[C:11]3[C:31]([CH3:32])=[C:7]([NH:6][C:4](=[O:5])[CH2:3][C:2]([CH3:36])([CH3:35])[CH3:1])[C:8]([CH3:34])=[C:9]([CH3:33])[C:10]=3[O:14][CH2:13]2)[CH:16]=[CH:17][C:18]=1[CH:28]([CH3:29])[CH3:30]. The catalyst class is: 1. (2) Reactant: [C:1]([C:4]1[CH:9]=[CH:8][C:7]([CH2:10][OH:11])=[CH:6][C:5]=1[C:12]([F:15])([F:14])[F:13])([CH3:3])=[CH2:2].[Si:16](Cl)([C:29]([CH3:32])([CH3:31])[CH3:30])([C:23]1[CH:28]=[CH:27][CH:26]=[CH:25][CH:24]=1)[C:17]1[CH:22]=[CH:21][CH:20]=[CH:19][CH:18]=1. Product: [C:29]([Si:16]([O:11][CH2:10][C:7]1[CH:8]=[CH:9][C:4]([C:1]([CH3:3])=[CH2:2])=[C:5]([C:12]([F:13])([F:14])[F:15])[CH:6]=1)([C:23]1[CH:28]=[CH:27][CH:26]=[CH:25][CH:24]=1)[C:17]1[CH:18]=[CH:19][CH:20]=[CH:21][CH:22]=1)([CH3:32])([CH3:30])[CH3:31]. The catalyst class is: 154. (3) Reactant: [NH2:1][C:2]1[CH:7]=[CH:6][C:5]([OH:8])=[CH:4][C:3]=1[F:9].CC(C)([O-])C.[K+].Cl[C:17]1[CH:22]=[CH:21][N:20]=[C:19]([C:23]([NH:25][CH3:26])=[O:24])[CH:18]=1. Product: [NH2:1][C:2]1[CH:7]=[CH:6][C:5]([O:8][C:17]2[CH:22]=[CH:21][N:20]=[C:19]([C:23]([NH:25][CH3:26])=[O:24])[CH:18]=2)=[CH:4][C:3]=1[F:9]. The catalyst class is: 44. (4) The catalyst class is: 203. Product: [CH3:20][C:21]1[CH:26]=[C:25]([CH3:27])[CH:24]=[CH:23][C:22]=1[C:2]1[CH:11]=[CH:10][CH:9]=[C:8]2[C:3]=1[C:4](=[O:19])[CH:5]=[CH:6][N:7]2[CH:12]([CH2:16][CH2:17][CH3:18])[CH2:13][CH2:14][CH3:15]. Reactant: Br[C:2]1[CH:11]=[CH:10][CH:9]=[C:8]2[C:3]=1[C:4](=[O:19])[CH:5]=[CH:6][N:7]2[CH:12]([CH2:16][CH2:17][CH3:18])[CH2:13][CH2:14][CH3:15].[CH3:20][C:21]1[CH:26]=[C:25]([CH3:27])[CH:24]=[CH:23][C:22]=1B(O)O.C(=O)([O-])[O-].[K+].[K+].O. (5) Reactant: [NH2:1][C:2]1[S:3][C:4]([C:13]2[CH:14]=[CH:15][C:16](=[O:22])[N:17]([CH:19]([CH3:21])[CH3:20])[N:18]=2)=[C:5]([C:7]2[CH:12]=[CH:11][CH:10]=[CH:9][CH:8]=2)[N:6]=1.[CH2:23]([N:30]=[C:31]=[O:32])[C:24]1[CH:29]=[CH:28][CH:27]=[CH:26][CH:25]=1. Product: [CH2:23]([NH:30][C:31]([NH:1][C:2]1[S:3][C:4]([C:13]2[CH:14]=[CH:15][C:16](=[O:22])[N:17]([CH:19]([CH3:20])[CH3:21])[N:18]=2)=[C:5]([C:7]2[CH:8]=[CH:9][CH:10]=[CH:11][CH:12]=2)[N:6]=1)=[O:32])[C:24]1[CH:29]=[CH:28][CH:27]=[CH:26][CH:25]=1. The catalyst class is: 12. (6) Reactant: [OH:1][C:2]([C:5]1[CH:6]=[C:7]([C:11]#[C:12][CH2:13][N:14]2[C:22](=[O:23])[C:21]3[C:16](=[CH:17][CH:18]=[CH:19][CH:20]=3)[C:15]2=[O:24])[CH:8]=[CH:9][CH:10]=1)([CH3:4])[CH3:3].FC(F)(F)C(C1C=CC(C#CCN2C(=O)C3C(=CC=CC=3)C2=O)=CC=1)O. Product: [OH:1][C:2]([CH3:4])([C:5]1[CH:6]=[C:7]([CH2:11][CH2:12][CH2:13][N:14]2[C:15](=[O:24])[C:16]3[C:21](=[CH:20][CH:19]=[CH:18][CH:17]=3)[C:22]2=[O:23])[CH:8]=[CH:9][CH:10]=1)[CH3:3]. The catalyst class is: 6.